From a dataset of Full USPTO retrosynthesis dataset with 1.9M reactions from patents (1976-2016). Predict the reactants needed to synthesize the given product. (1) The reactants are: [C:1]1([S:7]([N:10]2[C:18]3[CH:17]=[CH:16][N+:15]([O-])=[CH:14][C:13]=3[CH:12]=[CH:11]2)(=[O:9])=[O:8])[CH:6]=[CH:5][CH:4]=[CH:3][CH:2]=1.P(Br)(Br)([Br:22])=O. Given the product [C:1]1([S:7]([N:10]2[C:18]3[CH:17]=[CH:16][N:15]=[C:14]([Br:22])[C:13]=3[CH:12]=[CH:11]2)(=[O:9])=[O:8])[CH:6]=[CH:5][CH:4]=[CH:3][CH:2]=1, predict the reactants needed to synthesize it. (2) Given the product [Br:23][C:24]1[CH:33]=[CH:32][CH:31]=[C:30]2[C:25]=1[CH2:26][CH2:27][N:28]([C:19](=[O:21])[C:18]([C:17]1[C:4]3[C:5](=[C:6]([N:9]4[CH:13]=[N:12][C:11]([CH3:14])=[N:10]4)[N:7]=[CH:8][C:3]=3[O:2][CH3:1])[NH:15][CH:16]=1)=[O:22])[CH2:29]2, predict the reactants needed to synthesize it. The reactants are: [CH3:1][O:2][C:3]1[CH:8]=[N:7][C:6]([N:9]2[CH:13]=[N:12][C:11]([CH3:14])=[N:10]2)=[C:5]2[NH:15][CH:16]=[C:17]([C:18](=[O:22])[C:19]([OH:21])=O)[C:4]=12.[Br:23][C:24]1[CH:33]=[CH:32][CH:31]=[C:30]2[C:25]=1[CH2:26][CH2:27][NH:28][CH2:29]2.[B-](F)(F)(F)F.CN(C(ON1N=NC2C1=CC=CC=2)=[N+](C)C)C.CCN(C(C)C)C(C)C. (3) Given the product [CH3:25][C:21]([C:18]1[CH:17]=[CH:16][C:15]([N:14]2[C:5]3[C:4]4[CH:3]=[C:2]([CH3:1])[CH:11]=[CH:10][C:9]=4[N:8]=[CH:7][C:6]=3[N:12]([S:44]([C:42]3[CH:41]=[CH:40][CH:39]=[C:38]4[C:43]=3[N:34]=[CH:35][CH:36]=[CH:37]4)(=[O:45])=[O:46])[C:13]2=[O:26])=[CH:20][CH:19]=1)([CH3:24])[C:22]#[N:23], predict the reactants needed to synthesize it. The reactants are: [CH3:1][C:2]1[CH:11]=[CH:10][C:9]2[N:8]=[CH:7][C:6]3[NH:12][C:13](=[O:26])[N:14]([C:15]4[CH:20]=[CH:19][C:18]([C:21]([CH3:25])([CH3:24])[C:22]#[N:23])=[CH:17][CH:16]=4)[C:5]=3[C:4]=2[CH:3]=1.C(N(CC)CC)C.[N:34]1[C:43]2[C:38](=[CH:39][CH:40]=[CH:41][C:42]=2[S:44](Cl)(=[O:46])=[O:45])[CH:37]=[CH:36][CH:35]=1.O. (4) Given the product [NH2:47][C@H:43]1[C@H:42]([O:41][CH3:40])[CH2:46][N:45]([C:2]2[C:7]([C:8]3[CH:9]=[N:10][CH:11]=[C:12]([F:14])[CH:13]=3)=[CH:6][C:5]([C:15]([NH:17][C:18]3[CH:23]=[CH:22][C:21]([O:24][C:25]([Cl:28])([F:27])[F:26])=[CH:20][CH:19]=3)=[O:16])=[CH:4][N:3]=2)[CH2:44]1, predict the reactants needed to synthesize it. The reactants are: Cl[C:2]1[C:7]([C:8]2[CH:9]=[N:10][CH:11]=[C:12]([F:14])[CH:13]=2)=[CH:6][C:5]([C:15]([NH:17][C:18]2[CH:23]=[CH:22][C:21]([O:24][C:25]([Cl:28])([F:27])[F:26])=[CH:20][CH:19]=2)=[O:16])=[CH:4][N:3]=1.CCN(C(C)C)C(C)C.Cl.Cl.[CH3:40][O:41][C@@H:42]1[CH2:46][NH:45][CH2:44][C@H:43]1[NH2:47].C([O-])([O-])=O.[Na+].[Na+]. (5) Given the product [CH:1]1([C:4]2[N:5]=[C:6]([N:43]3[CH2:44][CH2:45][C:41]([F:46])([F:40])[CH2:42]3)[C:7]3[N:12]=[N:11][N:10]([CH2:13][C:14]4[CH:19]=[CH:18][C:17]([O:20][CH3:21])=[CH:16][CH:15]=4)[C:8]=3[N:9]=2)[CH2:3][CH2:2]1, predict the reactants needed to synthesize it. The reactants are: [CH:1]1([C:4]2[NH:5][C:6](=O)[C:7]3[N:12]=[N:11][N:10]([CH2:13][C:14]4[CH:19]=[CH:18][C:17]([O:20][CH3:21])=[CH:16][CH:15]=4)[C:8]=3[N:9]=2)[CH2:3][CH2:2]1.O=P(Cl)(Cl)Cl.C(N(CC)C1C=CC=CC=1)C.Cl.[F:40][C:41]1([F:46])[CH2:45][CH2:44][NH:43][CH2:42]1.CCN(C(C)C)C(C)C.